From a dataset of Reaction yield outcomes from USPTO patents with 853,638 reactions. Predict the reaction yield, written as a fraction of the theoretical maximum amount of product (1.0 means a 100% yield; for example, 0.34 means a 34% yield). (1) The reactants are [F:1][C:2]1[CH:7]=[CH:6][CH:5]=[CH:4][C:3]=1[C:8]1[NH:12][CH:11]=[C:10]([CH:13]=[O:14])[CH:9]=1.[H-].[Na+].C1OCCOCCOCCOCCOC1.Cl.[N:33]1[CH:38]=[CH:37][CH:36]=[C:35]([S:39](Cl)(=[O:41])=[O:40])[CH:34]=1. The catalyst is O1CCCC1.[Cl-].[Na+].O. The product is [F:1][C:2]1[CH:7]=[CH:6][CH:5]=[CH:4][C:3]=1[C:8]1[N:12]([S:39]([C:35]2[CH:34]=[N:33][CH:38]=[CH:37][CH:36]=2)(=[O:41])=[O:40])[CH:11]=[C:10]([CH:13]=[O:14])[CH:9]=1. The yield is 0.820. (2) The yield is 0.250. The reactants are [F:1][C:2]1[CH:7]=[CH:6][C:5]([CH:8](O)[CH:9]2[CH2:15][CH2:14][CH2:13][CH2:12][N:11]3[C:16](=[O:26])[CH:17]=[C:18]([C:20]4[CH:25]=[CH:24][N:23]=[CH:22][N:21]=4)[N:19]=[C:10]23)=[C:4]([O:28][CH3:29])[CH:3]=1.C(N(S(F)(F)[F:36])CC)C. The product is [F:36][CH:8]([C:5]1[CH:6]=[CH:7][C:2]([F:1])=[CH:3][C:4]=1[O:28][CH3:29])[CH:9]1[CH2:15][CH2:14][CH2:13][CH2:12][N:11]2[C:16](=[O:26])[CH:17]=[C:18]([C:20]3[CH:25]=[CH:24][N:23]=[CH:22][N:21]=3)[N:19]=[C:10]12. The catalyst is ClCCl.